Dataset: NCI-60 drug combinations with 297,098 pairs across 59 cell lines. Task: Regression. Given two drug SMILES strings and cell line genomic features, predict the synergy score measuring deviation from expected non-interaction effect. (1) Drug 1: COC1=C(C=C2C(=C1)N=CN=C2NC3=CC(=C(C=C3)F)Cl)OCCCN4CCOCC4. Drug 2: C1=CC(=CC=C1CCCC(=O)O)N(CCCl)CCCl. Cell line: DU-145. Synergy scores: CSS=42.5, Synergy_ZIP=-12.9, Synergy_Bliss=-7.40, Synergy_Loewe=-4.18, Synergy_HSA=-2.54. (2) Drug 1: C1C(C(OC1N2C=C(C(=O)NC2=O)F)CO)O. Drug 2: CC1=C2C(C(=O)C3(C(CC4C(C3C(C(C2(C)C)(CC1OC(=O)C(C(C5=CC=CC=C5)NC(=O)C6=CC=CC=C6)O)O)OC(=O)C7=CC=CC=C7)(CO4)OC(=O)C)O)C)OC(=O)C. Cell line: IGROV1. Synergy scores: CSS=9.71, Synergy_ZIP=-2.35, Synergy_Bliss=4.74, Synergy_Loewe=0.286, Synergy_HSA=2.60. (3) Drug 1: C1=CC(=CC=C1CC(C(=O)O)N)N(CCCl)CCCl.Cl. Drug 2: C1CNP(=O)(OC1)N(CCCl)CCCl. Cell line: SNB-75. Synergy scores: CSS=3.70, Synergy_ZIP=-1.15, Synergy_Bliss=-0.359, Synergy_Loewe=-2.69, Synergy_HSA=-2.64. (4) Drug 1: C1CC(=O)NC(=O)C1N2CC3=C(C2=O)C=CC=C3N. Drug 2: C(CC(=O)O)C(=O)CN.Cl. Cell line: HCT116. Synergy scores: CSS=7.56, Synergy_ZIP=-1.10, Synergy_Bliss=-1.66, Synergy_Loewe=0.217, Synergy_HSA=0.431. (5) Drug 1: CCCS(=O)(=O)NC1=C(C(=C(C=C1)F)C(=O)C2=CNC3=C2C=C(C=N3)C4=CC=C(C=C4)Cl)F. Drug 2: CCN(CC)CCNC(=O)C1=C(NC(=C1C)C=C2C3=C(C=CC(=C3)F)NC2=O)C. Cell line: CAKI-1. Synergy scores: CSS=31.0, Synergy_ZIP=1.46, Synergy_Bliss=6.15, Synergy_Loewe=4.74, Synergy_HSA=7.90. (6) Cell line: OVCAR3. Synergy scores: CSS=1.37, Synergy_ZIP=2.74, Synergy_Bliss=5.63, Synergy_Loewe=4.14, Synergy_HSA=1.80. Drug 1: CC1=CC=C(C=C1)C2=CC(=NN2C3=CC=C(C=C3)S(=O)(=O)N)C(F)(F)F. Drug 2: C(CN)CNCCSP(=O)(O)O. (7) Drug 1: C1=CC(=CC=C1CCC2=CNC3=C2C(=O)NC(=N3)N)C(=O)NC(CCC(=O)O)C(=O)O. Drug 2: C1=NC2=C(N=C(N=C2N1C3C(C(C(O3)CO)O)O)F)N. Cell line: CAKI-1. Synergy scores: CSS=11.1, Synergy_ZIP=-7.12, Synergy_Bliss=-10.0, Synergy_Loewe=-10.4, Synergy_HSA=-8.90.